Regression. Given two drug SMILES strings and cell line genomic features, predict the synergy score measuring deviation from expected non-interaction effect. From a dataset of NCI-60 drug combinations with 297,098 pairs across 59 cell lines. Drug 1: CC1=C(C(CCC1)(C)C)C=CC(=CC=CC(=CC(=O)O)C)C. Drug 2: CC1C(C(CC(O1)OC2CC(OC(C2O)C)OC3=CC4=CC5=C(C(=O)C(C(C5)C(C(=O)C(C(C)O)O)OC)OC6CC(C(C(O6)C)O)OC7CC(C(C(O7)C)O)OC8CC(C(C(O8)C)O)(C)O)C(=C4C(=C3C)O)O)O)O. Cell line: COLO 205. Synergy scores: CSS=50.0, Synergy_ZIP=6.71, Synergy_Bliss=4.78, Synergy_Loewe=5.17, Synergy_HSA=5.14.